Dataset: Reaction yield outcomes from USPTO patents with 853,638 reactions. Task: Predict the reaction yield, written as a fraction of the theoretical maximum amount of product (1.0 means a 100% yield; for example, 0.34 means a 34% yield). The reactants are C1COCC1.CO.[Br:8][C:9]1[CH:14]=[CH:13][C:12]([C:15]2[C:19]([N+:20]([O-])=O)=[C:18]([C:23]([NH2:25])=[O:24])[O:17][N:16]=2)=[CH:11][CH:10]=1.[Cl-].[NH4+]. The catalyst is [Fe].O. The product is [NH2:20][C:19]1[C:15]([C:12]2[CH:13]=[CH:14][C:9]([Br:8])=[CH:10][CH:11]=2)=[N:16][O:17][C:18]=1[C:23]([NH2:25])=[O:24]. The yield is 0.190.